Dataset: Reaction yield outcomes from USPTO patents with 853,638 reactions. Task: Predict the reaction yield, written as a fraction of the theoretical maximum amount of product (1.0 means a 100% yield; for example, 0.34 means a 34% yield). (1) The product is [C:28]([NH:1][C:2]1[N:3]=[C:4]2[CH:9]=[CH:8][C:7]([O:10][C:11]3[CH:12]=[C:13]([NH:17][C:18]([C:20]4[C:25]([CH3:26])=[CH:24][CH:23]=[CH:22][N:21]=4)=[O:19])[CH:14]=[CH:15][CH:16]=3)=[CH:6][N:5]2[CH:27]=1)(=[O:30])[CH3:29]. The reactants are [NH2:1][C:2]1[N:3]=[C:4]2[CH:9]=[CH:8][C:7]([O:10][C:11]3[CH:12]=[C:13]([NH:17][C:18]([C:20]4[C:25]([CH3:26])=[CH:24][CH:23]=[CH:22][N:21]=4)=[O:19])[CH:14]=[CH:15][CH:16]=3)=[CH:6][N:5]2[CH:27]=1.[C:28](Cl)(=[O:30])[CH3:29].CO.C(=O)([O-])[O-].[Na+].[Na+]. The yield is 0.490. The catalyst is CN(C)C(=O)C.C(=O)([O-])O.[Na+].O1CCCC1. (2) The reactants are Br[C:2]1[N:3]=[C:4]([C:9]2[N:13]=[C:12]([C:14]3[CH:19]=[CH:18][CH:17]=[CH:16][CH:15]=3)[O:11][N:10]=2)[C:5]([NH2:8])=[N:6][CH:7]=1.[C:20]([O-:23])([O-])=[O:21].[Na+].[Na+].O. The catalyst is CC#N.C1C=CC([P]([Pd]([P](C2C=CC=CC=2)(C2C=CC=CC=2)C2C=CC=CC=2)([P](C2C=CC=CC=2)(C2C=CC=CC=2)C2C=CC=CC=2)[P](C2C=CC=CC=2)(C2C=CC=CC=2)C2C=CC=CC=2)(C2C=CC=CC=2)C2C=CC=CC=2)=CC=1. The product is [NH2:8][C:5]1[N:6]=[CH:7][C:2]([C:14]2[CH:19]=[CH:18][C:17]([C:20]([OH:23])=[O:21])=[CH:16][CH:15]=2)=[N:3][C:4]=1[C:9]1[N:13]=[C:12]([C:14]2[CH:19]=[CH:18][CH:17]=[CH:16][CH:15]=2)[O:11][N:10]=1. The yield is 0.760. (3) The reactants are [CH2:1]([O:8][C:9]1[CH:14]=[CH:13][C:12]([C:15](=[O:20])[CH2:16][CH2:17][CH2:18]Cl)=[CH:11][CH:10]=1)[C:2]1[CH:7]=[CH:6][CH:5]=[CH:4][CH:3]=1.Br[CH2:22][C:23]([O:25][CH3:26])=[O:24].II. The catalyst is C1COCC1.C(OCC)(=O)C.[Zn]. The product is [CH3:26][O:25][C:23](=[O:24])[CH2:22][C:15]1([C:12]2[CH:13]=[CH:14][C:9]([O:8][CH2:1][C:2]3[CH:7]=[CH:6][CH:5]=[CH:4][CH:3]=3)=[CH:10][CH:11]=2)[CH2:16][CH2:17][CH2:18][O:20]1. The yield is 0.920.